Dataset: Reaction yield outcomes from USPTO patents with 853,638 reactions. Task: Predict the reaction yield, written as a fraction of the theoretical maximum amount of product (1.0 means a 100% yield; for example, 0.34 means a 34% yield). The reactants are [OH:1][C:2]1[CH:7]=[CH:6][C:5]([C:8](=[O:18])[CH2:9][C:10]2[CH:15]=[CH:14][C:13]([O:16][CH3:17])=[CH:12][CH:11]=2)=[CH:4][CH:3]=1.C(=O)([O-])[O-].[K+].[K+].[CH2:25](Cl)[C:26]1[CH:31]=[CH:30][CH:29]=[CH:28][CH:27]=1. The yield is 0.240. The product is [CH2:25]([O:1][C:2]1[CH:3]=[CH:4][C:5]([C:8](=[O:18])[CH2:9][C:10]2[CH:15]=[CH:14][C:13]([O:16][CH3:17])=[CH:12][CH:11]=2)=[CH:6][CH:7]=1)[C:26]1[CH:31]=[CH:30][CH:29]=[CH:28][CH:27]=1. The catalyst is C(#N)C.